Predict the reaction yield, written as a fraction of the theoretical maximum amount of product (1.0 means a 100% yield; for example, 0.34 means a 34% yield). From a dataset of Reaction yield outcomes from USPTO patents with 853,638 reactions. (1) The reactants are C([O:3][CH2:4][CH2:5][O:6][NH:7][C:8]([C:10]1[C:25]([NH:26][C:27]2[CH:32]=[CH:31][C:30]([Br:33])=[CH:29][C:28]=2[Cl:34])=[C:24]([F:35])[C:13]2[N:14]=[CH:15][N:16]([CH2:17][CH:18]3[CH2:23][CH2:22][CH2:21][CH2:20][O:19]3)[C:12]=2[CH:11]=1)=[O:9])=C.Cl.[OH-].[Na+]. The catalyst is C(O)C.O. The product is [OH:3][CH2:4][CH2:5][O:6][NH:7][C:8]([C:10]1[C:25]([NH:26][C:27]2[CH:32]=[CH:31][C:30]([Br:33])=[CH:29][C:28]=2[Cl:34])=[C:24]([F:35])[C:13]2[N:14]=[CH:15][N:16]([CH2:17][CH:18]3[CH2:23][CH2:22][CH2:21][CH2:20][O:19]3)[C:12]=2[CH:11]=1)=[O:9]. The yield is 0.910. (2) The reactants are [C:1]1(=[O:7])[O:6][C:4](=O)[CH:3]=[CH:2]1.S(OCC)(OCC)(=O)=O.[Cl-].[Al+3].[Cl-].[Cl-].[Cl:21][C:22]1[CH:27]=[CH:26][CH:25]=[CH:24][C:23]=1[O:28][CH3:29].Cl.[NH2:31][C:32]1[CH:37]=[CH:36][CH:35]=[CH:34][CH:33]=1. The catalyst is [Cu](I)I.C(O)C.ClC1C=CC=CC=1. The product is [C:32]1([NH:31][C:4](=[O:6])/[CH:3]=[CH:2]/[C:1]([C:26]2[CH:25]=[CH:24][C:23]([O:28][CH3:29])=[C:22]([Cl:21])[CH:27]=2)=[O:7])[CH:37]=[CH:36][CH:35]=[CH:34][CH:33]=1. The yield is 0.525. (3) The reactants are Cl.[NH:2]1[CH2:7][CH2:6][CH2:5][C@H:4]([CH2:8][OH:9])[CH2:3]1.[OH-].[Na+].[C:12](Cl)(=[O:17])[CH2:13][CH:14]([CH3:16])[CH3:15].CCOCC. The catalyst is O.C1COCC1. The product is [OH:9][CH2:8][C@H:4]1[CH2:5][CH2:6][CH2:7][N:2]([C:12](=[O:17])[CH2:13][CH:14]([CH3:16])[CH3:15])[CH2:3]1. The yield is 0.940. (4) The reactants are Br[C:2]1[CH:3]=[C:4]([S:8]([NH:11][C:12]2[CH:21]=[CH:20][C:15]([C:16]([O:18][CH3:19])=[O:17])=[C:14]([OH:22])[CH:13]=2)(=[O:10])=[O:9])[CH:5]=[CH:6][CH:7]=1.[C:23]([C:25]1[CH:26]=[C:27](B(O)O)[CH:28]=[CH:29][CH:30]=1)#[N:24]. No catalyst specified. The product is [C:23]([C:25]1[CH:30]=[C:29]([C:2]2[CH:7]=[CH:6][CH:5]=[C:4]([S:8]([NH:11][C:12]3[CH:21]=[CH:20][C:15]([C:16]([O:18][CH3:19])=[O:17])=[C:14]([OH:22])[CH:13]=3)(=[O:10])=[O:9])[CH:3]=2)[CH:28]=[CH:27][CH:26]=1)#[N:24]. The yield is 0.590. (5) The reactants are [CH3:1][C:2]1[O:6][N:5]=[C:4]([C:7]2[CH:12]=[CH:11][CH:10]=[CH:9][CH:8]=2)[C:3]=1[CH2:13][O:14][C:15]1[CH:23]=[CH:22][C:18]([C:19]([OH:21])=O)=[CH:17][N:16]=1.[CH2:24]([NH2:26])[CH3:25]. No catalyst specified. The product is [CH2:24]([NH:26][C:19](=[O:21])[C:18]1[CH:22]=[CH:23][C:15]([O:14][CH2:13][C:3]2[C:4]([C:7]3[CH:8]=[CH:9][CH:10]=[CH:11][CH:12]=3)=[N:5][O:6][C:2]=2[CH3:1])=[N:16][CH:17]=1)[CH3:25]. The yield is 0.830. (6) The reactants are [OH:1][C:2]1[C:10]2[O:9][C:8]([C:11](=[O:13])[CH3:12])=[CH:7][C:6]=2[CH:5]=[C:4]([O:14][CH3:15])[CH:3]=1.C(=O)([O-])[O-].[K+].[K+].Br[CH2:23][C:24]1[CH:29]=[CH:28][CH:27]=[CH:26][CH:25]=1. The catalyst is CN(C)C=O.C(OCC)(=O)C. The product is [CH2:23]([O:1][C:2]1[C:10]2[O:9][C:8]([C:11](=[O:13])[CH3:12])=[CH:7][C:6]=2[CH:5]=[C:4]([O:14][CH3:15])[CH:3]=1)[C:24]1[CH:29]=[CH:28][CH:27]=[CH:26][CH:25]=1. The yield is 0.940. (7) The reactants are [OH:1][C:2]1[CH:9]=[CH:8][C:7]([N+:10]([O-:12])=[O:11])=[CH:6][C:3]=1[CH:4]=[O:5].[CH:13](I)([CH3:15])[CH3:14].C(=O)([O-])[O-].[K+].[K+]. The catalyst is CN(C=O)C.C(OCC)(=O)C. The product is [CH:13]([O:1][C:2]1[CH:9]=[CH:8][C:7]([N+:10]([O-:12])=[O:11])=[CH:6][C:3]=1[CH:4]=[O:5])([CH3:15])[CH3:14]. The yield is 0.890.